Dataset: Reaction yield outcomes from USPTO patents with 853,638 reactions. Task: Predict the reaction yield, written as a fraction of the theoretical maximum amount of product (1.0 means a 100% yield; for example, 0.34 means a 34% yield). (1) The reactants are Cl.[NH2:2][C:3]1[C:12]2[N:13]=[C:14]([CH2:37][CH2:38][O:39][CH3:40])[N:15]([CH2:16][CH2:17][CH2:18][N:19]([CH2:24][C:25]3[CH:36]=[CH:35][C:28]([O:29][CH2:30][C:31]([O:33][CH3:34])=[O:32])=[CH:27][CH:26]=3)[C:20](=[O:23])[CH2:21]Cl)[C:11]=2[C:10]2[CH:9]=[CH:8][CH:7]=[CH:6][C:5]=2[N:4]=1.[CH2:41]([NH:43][CH2:44][CH3:45])[CH3:42]. No catalyst specified. The product is [NH2:2][C:3]1[C:12]2[N:13]=[C:14]([CH2:37][CH2:38][O:39][CH3:40])[N:15]([CH2:16][CH2:17][CH2:18][N:19]([CH2:24][C:25]3[CH:36]=[CH:35][C:28]([O:29][CH2:30][C:31]([O:33][CH3:34])=[O:32])=[CH:27][CH:26]=3)[C:20](=[O:23])[CH2:21][N:43]([CH2:44][CH3:45])[CH2:41][CH3:42])[C:11]=2[C:10]2[CH:9]=[CH:8][CH:7]=[CH:6][C:5]=2[N:4]=1. The yield is 0.820. (2) The reactants are C(OC(=O)[NH:10][C@H:11]1[C:20]2[C:15](=[CH:16][CH:17]=[CH:18][CH:19]=2)[N:14]([C:21](=[O:31])[C:22]2[CH:27]=[CH:26][C:25]([N:28]([CH3:30])[CH3:29])=[CH:24][CH:23]=2)[C@@H:13]([CH3:32])[CH2:12]1)C1C=CC=CC=1. The catalyst is C(O)C. The product is [CH3:30][N:28]([CH3:29])[C:25]1[CH:24]=[CH:23][C:22]([C:21]([N:14]2[C:15]3[C:20](=[CH:19][CH:18]=[CH:17][CH:16]=3)[C@H:11]([NH2:10])[CH2:12][C@@H:13]2[CH3:32])=[O:31])=[CH:27][CH:26]=1. The yield is 0.920. (3) The reactants are [N:1]([CH2:4][C:5]1[CH:10]=[C:9]([Cl:11])[CH:8]=[CH:7][C:6]=1[CH2:12][NH:13][C:14]([O:16][C:17]([CH3:20])([CH3:19])[CH3:18])=[O:15])=[N+]=[N-].O.C1(P(C2C=CC=CC=2)C2C=CC=CC=2)C=CC=CC=1. The catalyst is C1COCC1. The product is [C:17]([O:16][C:14]([NH:13][CH2:12][C:6]1[CH:7]=[CH:8][C:9]([Cl:11])=[CH:10][C:5]=1[CH2:4][NH2:1])=[O:15])([CH3:20])([CH3:18])[CH3:19]. The yield is 0.880. (4) The reactants are [CH2:1]1[C:10]2[C:5](=[CH:6][CH:7]=[CH:8][CH:9]=2)[CH2:4][CH2:3][N:2]1[C:11]1[N:12]=[C:13]([C:22]([N:24]2[CH2:29][CH2:28][CH2:27][CH2:26][CH2:25]2)=[O:23])[CH:14]=[C:15]2[C:19]([CH3:20])=[C:18]([CH3:21])[NH:17][C:16]=12.[ClH:30]. The catalyst is C(OCC)(=O)C. The product is [ClH:30].[CH2:1]1[C:10]2[C:5](=[CH:6][CH:7]=[CH:8][CH:9]=2)[CH2:4][CH2:3][N:2]1[C:11]1[N:12]=[C:13]([C:22]([N:24]2[CH2:29][CH2:28][CH2:27][CH2:26][CH2:25]2)=[O:23])[CH:14]=[C:15]2[C:19]([CH3:20])=[C:18]([CH3:21])[NH:17][C:16]=12. The yield is 0.900. (5) The yield is 0.580. The reactants are [CH3:1][C:2]1[C:6]([CH3:7])=[C:5]([NH:8][C:9](=[O:16])OCC(Cl)(Cl)Cl)[O:4][N:3]=1.Cl.Cl.[F:19][C:20]1[C:25]([F:26])=[CH:24][CH:23]=[CH:22][C:21]=1[C:27]1[CH:32]=[CH:31][N:30]=[C:29]([N:33]2[CH2:38][CH2:37][NH:36][CH2:35][CH2:34]2)[N:28]=1. The catalyst is O1CCCC1.CCCCCC. The product is [CH3:1][C:2]1[C:6]([CH3:7])=[C:5]([NH:8][C:9]([N:36]2[CH2:37][CH2:38][N:33]([C:29]3[N:28]=[C:27]([C:21]4[CH:22]=[CH:23][CH:24]=[C:25]([F:26])[C:20]=4[F:19])[CH:32]=[CH:31][N:30]=3)[CH2:34][CH2:35]2)=[O:16])[O:4][N:3]=1. (6) The reactants are [C:1]([C:9]1[CH:17]=[CH:16][C:12]([C:13](Cl)=[O:14])=[CH:11][CH:10]=1)(=[O:8])[C:2]1[CH:7]=[CH:6][CH:5]=[CH:4][CH:3]=1.[NH2:18][CH2:19][CH2:20][CH2:21][CH2:22][CH2:23][CH2:24][CH2:25][CH2:26][CH2:27][CH2:28][C:29]([OH:31])=[O:30].[OH-].[Na+].Cl. The catalyst is C(Cl)(Cl)Cl.O. The product is [C:1]([C:9]1[CH:17]=[CH:16][C:12]([C:13]([NH:18][CH2:19][CH2:20][CH2:21][CH2:22][CH2:23][CH2:24][CH2:25][CH2:26][CH2:27][CH2:28][C:29]([OH:31])=[O:30])=[O:14])=[CH:11][CH:10]=1)(=[O:8])[C:2]1[CH:7]=[CH:6][CH:5]=[CH:4][CH:3]=1. The yield is 0.820.